Dataset: Reaction yield outcomes from USPTO patents with 853,638 reactions. Task: Predict the reaction yield, written as a fraction of the theoretical maximum amount of product (1.0 means a 100% yield; for example, 0.34 means a 34% yield). (1) The reactants are C([O:3][C:4](=[O:23])[CH2:5][N:6]1[CH2:11][CH2:10][CH:9]([C:12](=[O:22])[C:13]2[CH:18]=[CH:17][C:16]([O:19][CH3:20])=[C:15]([CH3:21])[CH:14]=2)[CH2:8][CH2:7]1)C.[Li+].[OH-].[Li+].[Cl-]. The catalyst is C1COCC1.CO. The product is [CH3:20][O:19][C:16]1[CH:17]=[CH:18][C:13]([C:12]([CH:9]2[CH2:10][CH2:11][N:6]([CH2:5][C:4]([OH:23])=[O:3])[CH2:7][CH2:8]2)=[O:22])=[CH:14][C:15]=1[CH3:21]. The yield is 0.900. (2) The yield is 0.799. The reactants are [Br:1][CH2:2][CH2:3][CH2:4][C:5]([OH:7])=[O:6].[Cl:8][C:9]([Cl:13])([Cl:12])[CH2:10]O.O.C1(C)C=CC(S(O)(=O)=O)=CC=1. The catalyst is C1(C)C=CC=CC=1. The product is [Br:1][CH2:2][CH2:3][CH2:4][C:5]([O:7][CH2:10][C:9]([Cl:13])([Cl:12])[Cl:8])=[O:6]. (3) The reactants are O.[OH-].[Li+].C[O:5][C:6](=[O:28])[C:7]1[CH:12]=[CH:11][C:10](/[CH:13]=[CH:14]/[C:15]2[N:16]([CH3:27])[N:17]=[N:18][C:19]=2[C:20]2[CH:25]=[CH:24][C:23]([F:26])=[CH:22][CH:21]=2)=[N:9][CH:8]=1. The catalyst is O.C1COCC1.CO. The product is [F:26][C:23]1[CH:24]=[CH:25][C:20]([C:19]2[N:18]=[N:17][N:16]([CH3:27])[C:15]=2/[CH:14]=[CH:13]/[C:10]2[CH:11]=[CH:12][C:7]([C:6]([OH:28])=[O:5])=[CH:8][N:9]=2)=[CH:21][CH:22]=1. The yield is 0.870.